From a dataset of NCI-60 drug combinations with 297,098 pairs across 59 cell lines. Regression. Given two drug SMILES strings and cell line genomic features, predict the synergy score measuring deviation from expected non-interaction effect. (1) Drug 1: C1=CC(=C2C(=C1NCCNCCO)C(=O)C3=C(C=CC(=C3C2=O)O)O)NCCNCCO. Drug 2: C1=C(C(=O)NC(=O)N1)F. Cell line: DU-145. Synergy scores: CSS=72.5, Synergy_ZIP=-5.09, Synergy_Bliss=-5.53, Synergy_Loewe=-6.27, Synergy_HSA=0.147. (2) Drug 1: C1CN1C2=NC(=NC(=N2)N3CC3)N4CC4. Drug 2: C1CN(CCN1C(=O)CCBr)C(=O)CCBr. Cell line: OVCAR-8. Synergy scores: CSS=32.8, Synergy_ZIP=-8.05, Synergy_Bliss=-3.93, Synergy_Loewe=-2.59, Synergy_HSA=0.498. (3) Drug 1: CN(C)C1=NC(=NC(=N1)N(C)C)N(C)C. Drug 2: CC1=C2C(C(=O)C3(C(CC4C(C3C(C(C2(C)C)(CC1OC(=O)C(C(C5=CC=CC=C5)NC(=O)C6=CC=CC=C6)O)O)OC(=O)C7=CC=CC=C7)(CO4)OC(=O)C)O)C)OC(=O)C. Cell line: SF-539. Synergy scores: CSS=37.8, Synergy_ZIP=0.801, Synergy_Bliss=2.92, Synergy_Loewe=-49.3, Synergy_HSA=1.16. (4) Drug 1: C1CCC(CC1)NC(=O)N(CCCl)N=O. Drug 2: C1C(C(OC1N2C=NC3=C(N=C(N=C32)Cl)N)CO)O. Cell line: CCRF-CEM. Synergy scores: CSS=62.1, Synergy_ZIP=-2.90, Synergy_Bliss=-2.81, Synergy_Loewe=-11.3, Synergy_HSA=-1.28. (5) Drug 1: CC(C)CN1C=NC2=C1C3=CC=CC=C3N=C2N. Drug 2: C(CN)CNCCSP(=O)(O)O. Cell line: RXF 393. Synergy scores: CSS=3.60, Synergy_ZIP=0.830, Synergy_Bliss=-0.208, Synergy_Loewe=0.981, Synergy_HSA=0.351. (6) Drug 1: CC1C(C(CC(O1)OC2CC(CC3=C2C(=C4C(=C3O)C(=O)C5=C(C4=O)C(=CC=C5)OC)O)(C(=O)C)O)N)O.Cl. Drug 2: CC(C)NC(=O)C1=CC=C(C=C1)CNNC.Cl. Cell line: MALME-3M. Synergy scores: CSS=21.5, Synergy_ZIP=6.28, Synergy_Bliss=9.64, Synergy_Loewe=-25.5, Synergy_HSA=2.69. (7) Drug 1: C1=NC2=C(N=C(N=C2N1C3C(C(C(O3)CO)O)F)Cl)N. Drug 2: CC1=C2C(C(=O)C3(C(CC4C(C3C(C(C2(C)C)(CC1OC(=O)C(C(C5=CC=CC=C5)NC(=O)C6=CC=CC=C6)O)O)OC(=O)C7=CC=CC=C7)(CO4)OC(=O)C)O)C)OC(=O)C. Cell line: CCRF-CEM. Synergy scores: CSS=65.6, Synergy_ZIP=1.79, Synergy_Bliss=0.843, Synergy_Loewe=-11.3, Synergy_HSA=-0.411.